The task is: Binary Classification. Given a drug SMILES string, predict its activity (active/inactive) in a high-throughput screening assay against a specified biological target.. This data is from M1 muscarinic receptor antagonist screen with 61,756 compounds. (1) The drug is O1C(COc2c1cccc2)C(=O)NCc1ccc(OC)cc1. The result is 0 (inactive). (2) The drug is O=C(N1CCN(CC1)c1ccc(NC(=O)Cn2nc(c3ccccc3)ccc2=O)cc1)c1ccccc1. The result is 0 (inactive). (3) The compound is S1C(Cc2nc(SCC(=O)NCC3OCCC3)n(c(=O)c12)Cc1ccccc1)C. The result is 0 (inactive). (4) The molecule is O=C(N1CCN(CC1)Cc1ccc(OCC)cc1)c1ccccc1. The result is 0 (inactive). (5) The compound is O1CCN(CC1)c1nc(Nc2ccc(C(C)C)cc2)nc(n1)NCc1occc1. The result is 0 (inactive). (6) The result is 0 (inactive). The molecule is S1(=O)(=O)CC(N(c2ccc(C(C)C)cc2)C(=O)COC)C=C1.